This data is from Full USPTO retrosynthesis dataset with 1.9M reactions from patents (1976-2016). The task is: Predict the reactants needed to synthesize the given product. (1) Given the product [Cl:1][C:2]1[C:3]([CH2:15][CH:16]2[CH2:20][CH2:19][N:18]([CH:21]3[CH2:22][CH2:23][CH2:24][CH2:25][CH2:26]3)[C:17]2=[O:27])=[C:4]([F:14])[C:5]([CH2:8][CH2:9][CH2:10][C:11]([N:60]2[CH2:61][CH2:62][N:57]([CH3:56])[CH2:58][CH2:59]2)=[O:13])=[CH:6][CH:7]=1, predict the reactants needed to synthesize it. The reactants are: [Cl:1][C:2]1[CH:7]=[CH:6][C:5]([CH2:8][CH2:9][CH2:10][C:11]([OH:13])=O)=[C:4]([F:14])[C:3]=1[CH2:15][CH:16]1[CH2:20][CH2:19][N:18]([CH:21]2[CH2:26][CH2:25][CH2:24][CH2:23][CH2:22]2)[C:17]1=[O:27].CCN=C=NCCCN(C)C.C1C=CC2N(O)N=NC=2C=1.C(N(CC)CC)C.[CH3:56][N:57]1[CH2:62][CH2:61][NH:60][CH2:59][CH2:58]1. (2) Given the product [CH3:7][C:5]([S:8]([NH:10][CH:11]([C:12]1[CH:13]=[CH:14][C:15]([C:18]2[C:27]([C:28]3[CH:29]=[CH:30][CH:31]=[CH:32][CH:33]=3)=[CH:26][C:25]3[C:24]4=[N:34][N:35]=[CH:36][N:23]4[CH:22]=[CH:21][C:20]=3[N:19]=2)=[CH:16][CH:17]=1)[CH3:1])=[O:9])([CH3:4])[CH3:6], predict the reactants needed to synthesize it. The reactants are: [CH3:1][Mg]Br.[CH3:4][C:5]([S:8](/[N:10]=[CH:11]/[C:12]1[CH:17]=[CH:16][C:15]([C:18]2[C:27]([C:28]3[CH:33]=[CH:32][CH:31]=[CH:30][CH:29]=3)=[CH:26][C:25]3[C:24]4=[N:34][N:35]=[CH:36][N:23]4[CH:22]=[CH:21][C:20]=3[N:19]=2)=[CH:14][CH:13]=1)=[O:9])([CH3:7])[CH3:6]. (3) Given the product [CH3:1][O:2][C:3]([C@H:5]1[CH2:6][CH2:7][C@H:8]([CH2:11][N:12]2[C:18](=[O:19])[CH2:17][C:16]3[CH:20]=[CH:21][CH:22]=[CH:23][C:15]=3[N:14]([CH3:25])[C:13]2=[O:24])[CH2:9][CH2:10]1)=[O:4], predict the reactants needed to synthesize it. The reactants are: [CH3:1][O:2][C:3]([C@H:5]1[CH2:10][CH2:9][C@H:8]([CH2:11][N:12]2[C:18](=[O:19])[CH2:17][C:16]3[CH:20]=[CH:21][CH:22]=[CH:23][C:15]=3[NH:14][C:13]2=[O:24])[CH2:7][CH2:6]1)=[O:4].[C:25]([O-])([O-])=O.[K+].[K+].CI.O. (4) Given the product [CH2:53]([N:54]([CH2:57][CH3:58])[CH2:55][CH2:56][N:24]1[CH2:25][CH2:26][CH2:27][C@@H:22]([N:18]2[C:19]3[C:14](=[CH:13][C:12]([C:9]4[CH:10]=[N:11][C:6]([NH:5][C:4]([NH:3][CH2:1][CH3:2])=[O:43])=[CH:7][C:8]=4[C:34]4[S:35][CH:36]=[C:37]([C:39]([F:42])([F:41])[F:40])[N:38]=4)=[CH:21][CH:20]=3)[C:15](=[O:33])[C:16]([C:28]([O:30][CH2:31][CH3:32])=[O:29])=[CH:17]2)[CH2:23]1)[CH3:52], predict the reactants needed to synthesize it. The reactants are: [CH2:1]([NH:3][C:4](=[O:43])[NH:5][C:6]1[N:11]=[CH:10][C:9]([C:12]2[CH:13]=[C:14]3[C:19](=[CH:20][CH:21]=2)[N:18]([C@@H:22]2[CH2:27][CH2:26][CH2:25][NH:24][CH2:23]2)[CH:17]=[C:16]([C:28]([O:30][CH2:31][CH3:32])=[O:29])[C:15]3=[O:33])=[C:8]([C:34]2[S:35][CH:36]=[C:37]([C:39]([F:42])([F:41])[F:40])[N:38]=2)[CH:7]=1)[CH3:2].C([O-])([O-])=O.[K+].[K+].Cl.Cl[CH2:52][CH2:53][N:54]([CH2:57][CH3:58])[CH2:55][CH3:56]. (5) The reactants are: [CH2:1]([O:8][C:9]([N:11]1[CH2:16][CH2:15][CH:14]([NH:17][C:18]2[C:23]([N+:24]([O-])=O)=[CH:22][N:21]=[C:20]3[N:27]([S:30]([C:33]4[CH:38]=[CH:37][CH:36]=[CH:35][CH:34]=4)(=[O:32])=[O:31])[CH:28]=[CH:29][C:19]=23)[CH2:13][CH2:12]1)=[O:10])[C:2]1[CH:7]=[CH:6][CH:5]=[CH:4][CH:3]=1. Given the product [CH2:1]([O:8][C:9]([N:11]1[CH2:12][CH2:13][CH:14]([NH:17][C:18]2[C:23]([NH2:24])=[CH:22][N:21]=[C:20]3[N:27]([S:30]([C:33]4[CH:38]=[CH:37][CH:36]=[CH:35][CH:34]=4)(=[O:32])=[O:31])[CH:28]=[CH:29][C:19]=23)[CH2:15][CH2:16]1)=[O:10])[C:2]1[CH:7]=[CH:6][CH:5]=[CH:4][CH:3]=1, predict the reactants needed to synthesize it. (6) Given the product [Cl:36][C:8]1[CH:9]=[C:10]([O:14][C:15]2[CH:20]=[CH:19][N:18]=[CH:17][C:16]=2[C:21]([N:23]2[C:32]3[C:27](=[CH:28][CH:29]=[CH:30][CH:31]=3)[N:26]([CH:33]3[CH2:35][CH2:34]3)[CH2:25][CH2:24]2)=[O:22])[C:11]([Cl:13])=[CH:12][C:7]=1[C:6]([NH:5][C:4]1[NH:77][N:76]=[N:75][N:74]=1)=[O:37], predict the reactants needed to synthesize it. The reactants are: COC(=O)[CH2:4][NH:5][C:6](=[O:37])[C:7]1[CH:12]=[C:11]([Cl:13])[C:10]([O:14][C:15]2[CH:20]=[CH:19][N:18]=[CH:17][C:16]=2[C:21]([N:23]2[C:32]3[C:27](=[CH:28][CH:29]=[CH:30][CH:31]=3)[N:26]([CH:33]3[CH2:35][CH2:34]3)[CH2:25][CH2:24]2)=[O:22])=[CH:9][C:8]=1[Cl:36].F[P-](F)(F)(F)(F)F.N1(OC(N(C)C)=[N+](C)C)C2N=CC=CC=2N=N1.C(N(CC)C(C)C)(C)C.NC1[NH:77][N:76]=[N:75][N:74]=1. (7) The reactants are: [CH:1]1([C:4]2[C:12]([NH:13][S:14]([CH3:17])(=[O:16])=[O:15])=[CH:11][C:10]3[C:6](=[C:7]([C:25]([NH:27][CH3:28])=[O:26])[N:8]([C:18]4[CH:23]=[CH:22][C:21]([CH3:24])=[CH:20][N:19]=4)[N:9]=3)[CH:5]=2)[CH2:3][CH2:2]1.C(=O)([O-])[O-].[K+].[K+].Br[CH2:36][CH2:37][OH:38]. Given the product [CH:1]1([C:4]2[C:12]([N:13]([CH2:36][CH2:37][OH:38])[S:14]([CH3:17])(=[O:15])=[O:16])=[CH:11][C:10]3[C:6](=[C:7]([C:25]([NH:27][CH3:28])=[O:26])[N:8]([C:18]4[CH:23]=[CH:22][C:21]([CH3:24])=[CH:20][N:19]=4)[N:9]=3)[CH:5]=2)[CH2:2][CH2:3]1, predict the reactants needed to synthesize it. (8) Given the product [C:70]([O:74][C:75](=[O:85])[N:76]([C:4]1[CH:9]=[CH:8][CH:7]=[C:6]([NH:10][C:11](=[O:38])[CH2:12][N:13]2[N:19]=[C:18]([CH:17]3[CH2:16][CH2:29][CH2:28][CH2:27][CH2:26]3)[C:20]3[CH:21]=[CH:22][CH:23]=[CH:24][C:25]=3[N:15]([CH2:30][C:31](=[O:36])[C:32]([CH3:34])([CH3:35])[CH3:33])[C:14]2=[O:37])[CH:5]=1)[CH3:77])([CH3:73])([CH3:72])[CH3:71], predict the reactants needed to synthesize it. The reactants are: COC(=O)[C:4]1[CH:9]=[CH:8][CH:7]=[C:6]([NH:10][C:11](=[O:38])[CH2:12][N:13]2[N:19]=[C:18]([CH:20]3[CH2:25][CH2:24][CH2:23][CH2:22][CH2:21]3)[C:17]3[CH:26]=[CH:27][CH:28]=[CH:29][C:16]=3[N:15]([CH2:30][C:31](=[O:36])[C:32]([CH3:35])([CH3:34])[CH3:33])[C:14]2=[O:37])[CH:5]=1.O=C1N(CC(O)=O)N=C(C2C=CC=CN=2)C2C=CC=CC=2N1CC(=O)N1CCCC1.[C:70]([O:74][C:75](=[O:85])[N:76](C1C=CC=C(N)C=1)[CH3:77])([CH3:73])([CH3:72])[CH3:71].C1(C2C3C=CC=CC=3N(CC(=O)C(C)(C)C)C(=O)N(CC(O)=O)N=2)CCCCC1.COC(=O)C1C=CC=C(N)C=1. (9) The reactants are: [H-].[Na+].[Cl-].[CH3:4][O:5][C:6]1[CH:31]=[CH:30][C:9]([CH2:10][P+](C2C=CC=CC=2)(C2C=CC=CC=2)C2C=CC=CC=2)=[CH:8][C:7]=1[CH3:32].[O:33]1[CH2:38][CH2:37][CH2:36][CH2:35][CH:34]1[O:39][CH2:40][C:41]1[N:42]=[C:43]([C:48]2[CH:53]=[CH:52][C:51]([C:54]([F:57])([F:56])[F:55])=[CH:50][CH:49]=2)[S:44][C:45]=1[CH:46]=O. Given the product [CH3:4][O:5][C:6]1[CH:31]=[CH:30][C:9](/[CH:10]=[CH:46]/[C:45]2[S:44][C:43]([C:48]3[CH:53]=[CH:52][C:51]([C:54]([F:56])([F:57])[F:55])=[CH:50][CH:49]=3)=[N:42][C:41]=2[CH2:40][O:39][CH:34]2[CH2:35][CH2:36][CH2:37][CH2:38][O:33]2)=[CH:8][C:7]=1[CH3:32], predict the reactants needed to synthesize it. (10) Given the product [CH3:25][C:26]1([NH:30][C:21]([C:17]2[N:18]([CH3:20])[N:19]=[C:15]([O:14][CH2:13][C:12]3[C:8]([C:5]4[CH:4]=[CH:3][C:2]([F:1])=[CH:7][CH:6]=4)=[N:9][O:10][C:11]=3[CH3:24])[CH:16]=2)=[O:22])[CH2:29][O:28][CH2:27]1, predict the reactants needed to synthesize it. The reactants are: [F:1][C:2]1[CH:7]=[CH:6][C:5]([C:8]2[C:12]([CH2:13][O:14][C:15]3[CH:16]=[C:17]([C:21](O)=[O:22])[N:18]([CH3:20])[N:19]=3)=[C:11]([CH3:24])[O:10][N:9]=2)=[CH:4][CH:3]=1.[CH3:25][C:26]1([NH2:30])[CH2:29][O:28][CH2:27]1.